This data is from Forward reaction prediction with 1.9M reactions from USPTO patents (1976-2016). The task is: Predict the product of the given reaction. The product is: [CH3:4][C:2]([O:5][C:6]([N:8]1[CH2:13][CH2:12][CH:11]([C:14]2[N:15]=[CH:16][C:17]([C:20]([O:22][CH3:23])=[O:21])=[N:18][CH:19]=2)[CH2:10][CH2:9]1)=[O:7])([CH3:1])[CH3:3]. Given the reactants [CH3:1][C:2]([O:5][C:6]([N:8]1[CH2:13][CH:12]=[C:11]([C:14]2[N:15]=[CH:16][C:17]([C:20]([O:22][CH3:23])=[O:21])=[N:18][CH:19]=2)[CH2:10][CH2:9]1)=[O:7])([CH3:4])[CH3:3], predict the reaction product.